This data is from Peptide-MHC class II binding affinity with 134,281 pairs from IEDB. The task is: Regression. Given a peptide amino acid sequence and an MHC pseudo amino acid sequence, predict their binding affinity value. This is MHC class II binding data. (1) The peptide sequence is NSQDHGWDLNAASAY. The MHC is DRB4_0101 with pseudo-sequence DRB4_0103. The binding affinity (normalized) is 0.0350. (2) The peptide sequence is YFPPPAAKEDFLGCL. The MHC is DRB4_0101 with pseudo-sequence DRB4_0103. The binding affinity (normalized) is 0.0922. (3) The peptide sequence is KEADYSQIPISINYR. The MHC is DRB1_0101 with pseudo-sequence DRB1_0101. The binding affinity (normalized) is 0.453.